This data is from Reaction yield outcomes from USPTO patents with 853,638 reactions. The task is: Predict the reaction yield, written as a fraction of the theoretical maximum amount of product (1.0 means a 100% yield; for example, 0.34 means a 34% yield). (1) The reactants are [Cl:1][C:2]1[C:11]2[C:10]([O:12][CH2:13][CH2:14][CH3:15])=[CH:9][CH:8]=[C:7]([S:16]([OH:19])(=[O:18])=O)[C:6]=2[CH:5]=[CH:4][N:3]=1.ClC1C2C(=CC=C(S(O)(=O)=O)C=2OCCC)C=CN=1.[C:39]([N:49]1[CH2:55][CH2:54][CH2:53][NH:52][CH2:51][CH2:50]1)([O:41][CH2:42][C:43]1[CH:48]=[CH:47][CH:46]=[CH:45][CH:44]=1)=[O:40]. The catalyst is O=S(Cl)Cl.CN(C=O)C.C(Cl)Cl. The product is [CH2:42]([O:41][C:39]([N:49]1[CH2:55][CH2:54][CH2:53][N:52]([S:16]([C:7]2[C:6]3[CH:5]=[CH:4][N:3]=[C:2]([Cl:1])[C:11]=3[C:10]([O:12][CH2:13][CH2:14][CH3:15])=[CH:9][CH:8]=2)(=[O:18])=[O:19])[CH2:51][CH2:50]1)=[O:40])[C:43]1[CH:48]=[CH:47][CH:46]=[CH:45][CH:44]=1. The yield is 0.440. (2) The reactants are [C:1]([O:5][C:6](=[O:33])[NH:7][C:8]([C:12]1[CH:21]=[CH:20][C:19]2[C:14](=[CH:15][CH:16]=[C:17]([O:22][C@H:23]3[CH2:28][CH2:27][C@H:26]([C:29]([CH3:32])([CH3:31])[CH3:30])[CH2:25][CH2:24]3)[CH:18]=2)[N:13]=1)([CH3:11])[CH2:9][OH:10])([CH3:4])([CH3:3])[CH3:2].NC(C1C=CC2C(=CC=C(O[C@H]3CC[C@H](C(C)(C)C)CC3)C=2[C:49]([F:52])([F:51])[F:50])N=1)(C)CO.C(O)(C(F)(F)F)=O. No catalyst specified. The product is [C:1]([O:5][C:6](=[O:33])[NH:7][C:8]([C:12]1[CH:21]=[CH:20][C:19]2[C:14](=[CH:15][CH:16]=[C:17]([O:22][C@H:23]3[CH2:28][CH2:27][C@H:26]([C:29]([CH3:32])([CH3:31])[CH3:30])[CH2:25][CH2:24]3)[C:18]=2[C:49]([F:52])([F:51])[F:50])[N:13]=1)([CH3:11])[CH2:9][OH:10])([CH3:4])([CH3:2])[CH3:3]. The yield is 0.950. (3) The reactants are [C@H:1]1([O:12][C:13]2[CH:18]=[CH:17][C:16]([C:19]3[CH:20]=[CH:21][C:22]([C:25]([O:27]C)=[O:26])=[N:23][CH:24]=3)=[CH:15][CH:14]=2)[O:9][C@H:8]([CH2:10][OH:11])[C@@H:6]([OH:7])[C@H:4]([OH:5])[C@@H:2]1[OH:3].[OH-].[Na+]. The catalyst is CO. The product is [C@H:1]1([O:12][C:13]2[CH:14]=[CH:15][C:16]([C:19]3[CH:20]=[CH:21][C:22]([C:25]([OH:27])=[O:26])=[N:23][CH:24]=3)=[CH:17][CH:18]=2)[O:9][C@H:8]([CH2:10][OH:11])[C@@H:6]([OH:7])[C@H:4]([OH:5])[C@@H:2]1[OH:3]. The yield is 0.310. (4) The reactants are [Cl:1][C:2]1[C:3]([CH2:14][N:15]2[CH2:20][CH2:19][NH:18][CH2:17][CH2:16]2)=[C:4]([N:8]2[CH2:13][CH2:12][O:11][CH2:10][CH2:9]2)[CH:5]=[CH:6][CH:7]=1.[C:21](=O)([O:30]N1C(=O)CCC1=O)[O:22][N:23]1[C:27](=[O:28])[CH2:26][CH2:25][C:24]1=[O:29].ClCCl.C(N(CC)C(C)C)(C)C. The catalyst is O. The product is [Cl:1][C:2]1[CH:7]=[CH:6][CH:5]=[C:4]([N:8]2[CH2:13][CH2:12][O:11][CH2:10][CH2:9]2)[C:3]=1[CH2:14][N:15]1[CH2:20][CH2:19][N:18]([C:21]([O:22][N:23]2[C:27](=[O:28])[CH2:26][CH2:25][C:24]2=[O:29])=[O:30])[CH2:17][CH2:16]1. The yield is 0.240. (5) The reactants are N[C:2]1[CH:3]=[C:4]2[C:8](=[CH:9][CH:10]=1)[C:7](=[O:11])[NH:6][C:5]2=[O:12].[BrH:13]. The catalyst is S(=O)(=O)(O)O. The product is [Br:13][C:2]1[CH:3]=[C:4]2[C:8](=[CH:9][CH:10]=1)[C:7](=[O:11])[NH:6][C:5]2=[O:12]. The yield is 0.430. (6) The reactants are C(OC(=O)[NH:7][C@H:8]1[CH2:11][C@H:10]([N:12]2[C:16]3=[N:17][CH:18]=[C:19]([Br:21])[CH:20]=[C:15]3[C:14]([F:23])([F:22])[C:13]2=[O:24])[CH2:9]1)(C)(C)C. The catalyst is CCO.[Pd]. The product is [BrH:21].[NH2:7][C@H:8]1[CH2:11][C@H:10]([N:12]2[C:16]3=[N:17][CH:18]=[CH:19][CH:20]=[C:15]3[C:14]([F:23])([F:22])[C:13]2=[O:24])[CH2:9]1. The yield is 0.230. (7) The reactants are [CH:1]1([CH:4]([C:18]2[CH:23]=[CH:22][CH:21]=[CH:20][CH:19]=2)[NH:5][C:6]([C:8]2[CH:9]=[C:10]3[C:14](=[CH:15][CH:16]=2)[NH:13][N:12]=[C:11]3I)=[O:7])[CH2:3][CH2:2]1.CC1(C)C(C)(C)OB([C:32]2[CH:37]=[CH:36][C:35]([N:38]3[CH2:43][CH2:42][CH:41]([C:44]([OH:47])([CH3:46])[CH3:45])[CH2:40][CH2:39]3)=[CH:34][CH:33]=2)O1. No catalyst specified. The product is [CH:1]1([CH:4]([C:18]2[CH:23]=[CH:22][CH:21]=[CH:20][CH:19]=2)[NH:5][C:6]([C:8]2[CH:9]=[C:10]3[C:14](=[CH:15][CH:16]=2)[NH:13][N:12]=[C:11]3[C:32]2[CH:33]=[CH:34][C:35]([N:38]3[CH2:39][CH2:40][CH:41]([C:44]([OH:47])([CH3:45])[CH3:46])[CH2:42][CH2:43]3)=[CH:36][CH:37]=2)=[O:7])[CH2:3][CH2:2]1. The yield is 0.220. (8) The reactants are Cl[C:2]1[N:7]=[C:6]([N:8]2[CH2:13][CH2:12][CH:11]([CH3:14])[CH2:10][CH2:9]2)[C:5]([N+:15]([O-:17])=[O:16])=[CH:4][CH:3]=1.[CH3:18][N:19]1[CH2:24][CH2:23][NH:22][CH2:21][CH2:20]1. No catalyst specified. The product is [CH3:14][CH:11]1[CH2:12][CH2:13][N:8]([C:6]2[C:5]([N+:15]([O-:17])=[O:16])=[CH:4][CH:3]=[C:2]([N:22]3[CH2:23][CH2:24][N:19]([CH3:18])[CH2:20][CH2:21]3)[N:7]=2)[CH2:9][CH2:10]1. The yield is 0.770. (9) The reactants are [NH2:1][C:2]1[CH:7]=[CH:6][C:5]([CH2:8][C:9]([O:11][CH3:12])=[O:10])=[CH:4][C:3]=1[Br:13].[Br:14][C:15]1[CH:20]=[CH:19][CH:18]=[CH:17][C:16]=1[N:21]=[C:22]=[O:23].CCN(CC)CC. The catalyst is C1COCC1. The product is [Br:13][C:3]1[CH:4]=[C:5]([CH2:8][C:9]([O:11][CH3:12])=[O:10])[CH:6]=[CH:7][C:2]=1[NH:1][C:22]([NH:21][C:16]1[CH:17]=[CH:18][CH:19]=[CH:20][C:15]=1[Br:14])=[O:23]. The yield is 0.730. (10) The reactants are [CH3:1][O:2][C:3]([CH:5]1[CH2:14][C:13]2[C:8](=[CH:9][CH:10]=[CH:11][CH:12]=2)[C:7]([CH2:15][CH2:16][S:17][CH3:18])=[N:6]1)=[O:4]. The catalyst is ClCCl.C([O-])(=O)C.[Cu+2].C([O-])(=O)C. The product is [CH3:1][O:2][C:3]([C:5]1[N:6]=[C:7]([CH2:15][CH2:16][S:17][CH3:18])[C:8]2[C:13]([CH:14]=1)=[CH:12][CH:11]=[CH:10][CH:9]=2)=[O:4]. The yield is 0.290.